From a dataset of Reaction yield outcomes from USPTO patents with 853,638 reactions. Predict the reaction yield, written as a fraction of the theoretical maximum amount of product (1.0 means a 100% yield; for example, 0.34 means a 34% yield). (1) The reactants are C([Li])(CC)C.[F:6][C:7]([F:22])([F:21])[O:8][C:9]1[CH:14]=[CH:13][CH:12]=[CH:11][C:10]=1[NH:15][C:16](=[O:20])[O:17][CH2:18][CH3:19].[I:23]I. The catalyst is C1CCCCC1.C1COCC1. The product is [I:23][C:11]1[CH:12]=[CH:13][CH:14]=[C:9]([O:8][C:7]([F:21])([F:22])[F:6])[C:10]=1[NH:15][C:16](=[O:20])[O:17][CH2:18][CH3:19]. The yield is 0.730. (2) The reactants are N([O-])=O.[Na+].[N:5]1[CH:10]=[CH:9][C:8]([CH:11]=[CH:12][C:13]2[CH:18]=[CH:17][C:16]([NH2:19])=[CH:15][CH:14]=2)=[CH:7][CH:6]=1.[N-:20]=[N+:21]=[N-].[Na+].C(=O)(O)[O-].[Na+]. The catalyst is O.Cl. The product is [N:19]([C:16]1[CH:15]=[CH:14][C:13]([CH:12]=[CH:11][C:8]2[CH:9]=[CH:10][N:5]=[CH:6][CH:7]=2)=[CH:18][CH:17]=1)=[N+:20]=[N-:21]. The yield is 0.830. (3) The reactants are [Cl:1][C:2]1[C:3]([O:12][C:13]2[CH:18]=[C:17]([O:19][CH2:20][CH2:21][O:22][CH3:23])[CH:16]=[CH:15][C:14]=2[CH2:24][CH:25]([O:29][CH3:30])[C:26](O)=[O:27])=[N:4][CH:5]=[C:6]([C:8]([F:11])([F:10])[F:9])[CH:7]=1.C(N=C=NCCCN(C)C)C.[CH2:42]([S:47]([NH2:50])(=[O:49])=[O:48])[CH2:43][CH2:44][CH2:45][CH3:46].Cl. The catalyst is ClCCl.CN(C)C1C=CN=CC=1.C(OCC)(=O)C. The product is [Cl:1][C:2]1[C:3]([O:12][C:13]2[CH:18]=[C:17]([O:19][CH2:20][CH2:21][O:22][CH3:23])[CH:16]=[CH:15][C:14]=2[CH2:24][CH:25]([O:29][CH3:30])[C:26]([NH:50][S:47]([CH2:42][CH2:43][CH2:44][CH2:45][CH3:46])(=[O:49])=[O:48])=[O:27])=[N:4][CH:5]=[C:6]([C:8]([F:11])([F:9])[F:10])[CH:7]=1. The yield is 0.230.